Dataset: Reaction yield outcomes from USPTO patents with 853,638 reactions. Task: Predict the reaction yield, written as a fraction of the theoretical maximum amount of product (1.0 means a 100% yield; for example, 0.34 means a 34% yield). The reactants are [Br:1][C:2]1[CH:7]=[CH:6][C:5]([CH2:8][C:9]([OH:11])=O)=[CH:4][CH:3]=1.[CH2:12]([NH2:19])[C:13]1[CH:18]=[CH:17][CH:16]=[CH:15][CH:14]=1. No catalyst specified. The product is [CH2:12]([NH:19][C:9](=[O:11])[CH2:8][C:5]1[CH:4]=[CH:3][C:2]([Br:1])=[CH:7][CH:6]=1)[C:13]1[CH:18]=[CH:17][CH:16]=[CH:15][CH:14]=1. The yield is 0.820.